Dataset: Peptide-MHC class I binding affinity with 185,985 pairs from IEDB/IMGT. Task: Regression. Given a peptide amino acid sequence and an MHC pseudo amino acid sequence, predict their binding affinity value. This is MHC class I binding data. (1) The peptide sequence is RIMAWTVVNSI. The MHC is HLA-A02:01 with pseudo-sequence HLA-A02:01. The binding affinity (normalized) is 1.00. (2) The binding affinity (normalized) is 0.543. The MHC is HLA-A68:01 with pseudo-sequence HLA-A68:01. The peptide sequence is SIHLTKTDK. (3) The peptide sequence is KRITVLDI. The MHC is Mamu-B03 with pseudo-sequence Mamu-B03. The binding affinity (normalized) is 0.849. (4) The peptide sequence is KELSPRWYF. The MHC is HLA-B45:01 with pseudo-sequence HLA-B45:01. The binding affinity (normalized) is 0.196.